From a dataset of NCI-60 drug combinations with 297,098 pairs across 59 cell lines. Regression. Given two drug SMILES strings and cell line genomic features, predict the synergy score measuring deviation from expected non-interaction effect. Drug 1: CCC1=C2CN3C(=CC4=C(C3=O)COC(=O)C4(CC)O)C2=NC5=C1C=C(C=C5)O. Drug 2: CNC(=O)C1=NC=CC(=C1)OC2=CC=C(C=C2)NC(=O)NC3=CC(=C(C=C3)Cl)C(F)(F)F. Cell line: HCC-2998. Synergy scores: CSS=18.3, Synergy_ZIP=-1.20, Synergy_Bliss=3.56, Synergy_Loewe=-79.1, Synergy_HSA=-0.558.